This data is from Merck oncology drug combination screen with 23,052 pairs across 39 cell lines. The task is: Regression. Given two drug SMILES strings and cell line genomic features, predict the synergy score measuring deviation from expected non-interaction effect. Drug 1: Cn1nnc2c(C(N)=O)ncn2c1=O. Drug 2: NC(=O)c1cccc2cn(-c3ccc(C4CCCNC4)cc3)nc12. Cell line: SKMES1. Synergy scores: synergy=74.3.